Dataset: Full USPTO retrosynthesis dataset with 1.9M reactions from patents (1976-2016). Task: Predict the reactants needed to synthesize the given product. (1) The reactants are: [Cl:1][C:2]1[CH:7]=[CH:6][C:5]([S:8]([N:11]([CH2:19][C:20]2[CH:33]=[CH:32][C:23]([C:24]([NH:26][CH2:27][CH2:28][N:29]([CH3:31])[CH3:30])=[O:25])=[CH:22][CH:21]=2)[CH:12]2[CH2:17][CH2:16][CH2:15][CH2:14][CH:13]2[F:18])(=[O:10])=[O:9])=[CH:4][CH:3]=1.Cl. Given the product [ClH:1].[Cl:1][C:2]1[CH:7]=[CH:6][C:5]([S:8]([N:11]([CH2:19][C:20]2[CH:21]=[CH:22][C:23]([C:24]([NH:26][CH2:27][CH2:28][N:29]([CH3:30])[CH3:31])=[O:25])=[CH:32][CH:33]=2)[CH:12]2[CH2:17][CH2:16][CH2:15][CH2:14][CH:13]2[F:18])(=[O:10])=[O:9])=[CH:4][CH:3]=1, predict the reactants needed to synthesize it. (2) Given the product [NH2:1][C:2]1[S:3][C:12]([C:13]([O:15][CH2:16][CH3:17])=[O:14])=[C:6]([C:7]([O:9][CH2:10][CH3:11])=[O:8])[N:4]=1, predict the reactants needed to synthesize it. The reactants are: [NH2:1][C:2]([NH2:4])=[S:3].Cl[CH:6]([C:12](=O)[C:13]([O:15][CH2:16][CH3:17])=[O:14])[C:7]([O:9][CH2:10][CH3:11])=[O:8]. (3) The reactants are: [N:1]([CH:4]([C:6]1[CH:7]=[CH:8][C:9]([F:18])=[C:10]([N:12]2[CH2:17][CH2:16][O:15][CH2:14][CH2:13]2)[CH:11]=1)[CH3:5])=[N+]=[N-].[H-].[H-].[H-].[H-].[Li+].[Al+3]. Given the product [F:18][C:9]1[CH:8]=[CH:7][C:6]([CH:4]([NH2:1])[CH3:5])=[CH:11][C:10]=1[N:12]1[CH2:13][CH2:14][O:15][CH2:16][CH2:17]1, predict the reactants needed to synthesize it. (4) The reactants are: [CH3:1][NH:2][C:3](=[O:21])[C:4]1[CH:9]=[C:8]([O:10][C:11]2[CH:16]=[CH:15][C:14]([NH:17][C:18]([NH2:20])=[O:19])=[CH:13][CH:12]=2)[CH:7]=[CH:6][N:5]=1.N12CCCN=C1CCCCC2.[F:33][C:34]([F:44])([F:43])[C:35]1[CH:36]=[C:37]([CH:39]=[CH:40][C:41]=1[Cl:42])N.CN(C)C=O. Given the product [Cl:42][C:41]1[CH:40]=[CH:39][C:37]([NH:20][C:18](=[O:19])[NH:17][C:14]2[CH:15]=[CH:16][C:11]([O:10][C:8]3[CH:7]=[CH:6][N:5]=[C:4]([C:3]([NH:2][CH3:1])=[O:21])[CH:9]=3)=[CH:12][CH:13]=2)=[CH:36][C:35]=1[C:34]([F:33])([F:43])[F:44], predict the reactants needed to synthesize it. (5) Given the product [CH:1]([C:4]1[S:5][CH:6]=[C:7]([C:9]([N:16]2[CH2:17][C:18]3([CH2:23][CH2:22][N:21]([C:24]([O:26][C:27]([CH3:30])([CH3:29])[CH3:28])=[O:25])[CH2:20][CH2:19]3)[O:13][CH2:14][CH2:15]2)=[O:11])[N:8]=1)([CH3:2])[CH3:3], predict the reactants needed to synthesize it. The reactants are: [CH:1]([C:4]1[S:5][CH:6]=[C:7]([C:9]([OH:11])=O)[N:8]=1)([CH3:3])[CH3:2].Cl.[O:13]1[C:18]2([CH2:23][CH2:22][N:21]([C:24]([O:26][C:27]([CH3:30])([CH3:29])[CH3:28])=[O:25])[CH2:20][CH2:19]2)[CH2:17][NH:16][CH2:15][CH2:14]1.C(N(CC)CC)C.CN(C(ON1N=NC2C=CC=NC1=2)=[N+](C)C)C.F[P-](F)(F)(F)(F)F. (6) Given the product [C@@H:15]([NH:14][C:6]1[CH:5]=[C:4]([CH:9]=[C:8]([C:10]([F:13])([F:12])[CH3:11])[N:7]=1)[C:3]([OH:19])=[O:2])([CH2:17][CH3:18])[CH3:16], predict the reactants needed to synthesize it. The reactants are: C[O:2][C:3](=[O:19])[C:4]1[CH:9]=[C:8]([C:10]([F:13])([F:12])[CH3:11])[N:7]=[C:6]([NH:14][C@H:15]([CH2:17][CH3:18])[CH3:16])[CH:5]=1.[OH-].[Li+].Cl. (7) Given the product [Cl:1][C:2]1[CH:3]=[C:4]([CH3:9])[C:5]([O:8][CH2:22][C:23]([F:26])([F:25])[F:24])=[CH:6][N:7]=1, predict the reactants needed to synthesize it. The reactants are: [Cl:1][C:2]1[N:7]=[CH:6][C:5]([OH:8])=[C:4]([CH3:9])[CH:3]=1.C(=O)([O-])[O-].[Cs+].[Cs+].FC(F)(F)S(O[CH2:22][C:23]([F:26])([F:25])[F:24])(=O)=O.O.